Dataset: Forward reaction prediction with 1.9M reactions from USPTO patents (1976-2016). Task: Predict the product of the given reaction. (1) Given the reactants Br[C:2]1[CH:3]=[C:4]([CH:40]=[CH:41][CH:42]=1)[CH2:5][O:6][CH:7]1[CH:12]([C:13]2[CH:18]=[CH:17][C:16]([O:19][CH2:20][CH2:21][CH2:22][O:23][CH2:24][C:25]3[CH:30]=[CH:29][CH:28]=[CH:27][C:26]=3[O:31][CH3:32])=[CH:15][CH:14]=2)[CH2:11][CH2:10][N:9]([C:33]([O:35][C:36]([CH3:39])([CH3:38])[CH3:37])=[O:34])[CH2:8]1.[B:43]1([B:43]2[O:47][C:46]([CH3:49])([CH3:48])[C:45]([CH3:51])([CH3:50])[O:44]2)[O:47][C:46]([CH3:49])([CH3:48])[C:45]([CH3:51])([CH3:50])[O:44]1.C([O-])(=O)C.[K+].O.[Cl-].[Na+].O, predict the reaction product. The product is: [CH3:32][O:31][C:26]1[CH:27]=[CH:28][CH:29]=[CH:30][C:25]=1[CH2:24][O:23][CH2:22][CH2:21][CH2:20][O:19][C:16]1[CH:17]=[CH:18][C:13]([CH:12]2[CH2:11][CH2:10][N:9]([C:33]([O:35][C:36]([CH3:39])([CH3:38])[CH3:37])=[O:34])[CH2:8][CH:7]2[O:6][CH2:5][C:4]2[CH:40]=[CH:41][CH:42]=[C:2]([B:43]3[O:47][C:46]([CH3:49])([CH3:48])[C:45]([CH3:51])([CH3:50])[O:44]3)[CH:3]=2)=[CH:14][CH:15]=1. (2) The product is: [O:16]=[C:14]1[C:5]2[C:4](=[CH:9][C:8]([C:10]([OH:12])=[O:11])=[CH:7][CH:6]=2)[NH:1][C:2](=[S:3])[N:18]1[CH2:19][C:20]1[CH:25]=[CH:24][CH:23]=[CH:22][N:21]=1. Given the reactants [N:1]([C:4]1[CH:9]=[C:8]([C:10]([O:12]C)=[O:11])[CH:7]=[CH:6][C:5]=1[C:14]([O:16]C)=O)=[C:2]=[S:3].[NH2:18][CH2:19][C:20]1[CH:25]=[CH:24][CH:23]=[CH:22][N:21]=1.[OH-].[Na+].Cl, predict the reaction product. (3) Given the reactants [NH2:1][CH:2]1[N:8]=[C:7]([CH:9]([CH3:11])[CH3:10])[C:6]2[CH:12]=[CH:13][CH:14]=[CH:15][C:5]=2[N:4]([CH3:16])[C:3]1=[O:17].C([NH:25][C@H:26]([C:28](O)=[O:29])[CH3:27])(OC(C)(C)C)=O, predict the reaction product. The product is: [NH2:25][C@H:26]([C:28]([C:2]1([NH2:1])[N:8]=[C:7]([CH:9]([CH3:11])[CH3:10])[C:6]2[CH:12]=[CH:13][CH:14]=[CH:15][C:5]=2[N:4]([CH3:16])[C:3]1=[O:17])=[O:29])[CH3:27].